This data is from Reaction yield outcomes from USPTO patents with 853,638 reactions. The task is: Predict the reaction yield, written as a fraction of the theoretical maximum amount of product (1.0 means a 100% yield; for example, 0.34 means a 34% yield). (1) The reactants are Br[C:2]1[CH:3]=[CH:4][C:5]2[O:14][CH2:13][CH2:12][C:11]3[S:10][C:9]([C:15]4[N:16]([CH:20]([CH3:22])[CH3:21])[N:17]=[CH:18][N:19]=4)=[N:8][C:7]=3[C:6]=2[CH:23]=1.[CH3:24][O:25][C:26]1[CH:31]=[CH:30][N:29]=[CH:28][C:27]=1B(O)O. No catalyst specified. The product is [CH:20]([N:16]1[C:15]([C:9]2[S:10][C:11]3[CH2:12][CH2:13][O:14][C:5]4[CH:4]=[CH:3][C:2]([C:27]5[CH:28]=[N:29][CH:30]=[CH:31][C:26]=5[O:25][CH3:24])=[CH:23][C:6]=4[C:7]=3[N:8]=2)=[N:19][CH:18]=[N:17]1)([CH3:22])[CH3:21]. The yield is 0.280. (2) The reactants are [C:1](/[C:3](=[C:7]1/[S:8]/[C:9](=[CH:15]\[C:16]2[CH:21]=[CH:20][C:19]([N:22]3[CH2:26][CH2:25][CH2:24][CH2:23]3)=[CH:18][CH:17]=2)/[C:10](=[O:14])[N:11]/1[CH2:12][CH3:13])/[C:4](O)=[O:5])#[N:2].[CH2:27]([NH2:29])[CH3:28].CN(C(ON1N=NC2C=CC=NC1=2)=[N+](C)C)C.F[P-](F)(F)(F)(F)F.C(OCC)(=O)C. The product is [C:1](/[C:3](=[C:7]1/[S:8]/[C:9](=[CH:15]\[C:16]2[CH:17]=[CH:18][C:19]([N:22]3[CH2:26][CH2:25][CH2:24][CH2:23]3)=[CH:20][CH:21]=2)/[C:10](=[O:14])[N:11]/1[CH2:12][CH3:13])/[C:4]([NH:29][CH2:27][CH3:28])=[O:5])#[N:2]. The yield is 0.600. The catalyst is CN(C=O)C. (3) The product is [I:8][C:9]1[CH:14]=[C:13]([NH2:15])[CH:12]=[CH:11][C:10]=1[O:18][CH3:19]. The yield is 0.880. The catalyst is [Fe].O. The reactants are N#N.[Cl-].[NH4+].C(O)C.[I:8][C:9]1[CH:14]=[C:13]([N+:15]([O-])=O)[CH:12]=[CH:11][C:10]=1[O:18][CH3:19]. (4) The reactants are C(O[C:4]([C:6]1[NH:7][CH:8]=[CH:9][C:10]=1[NH:11][CH2:12][CH2:13][O:14][CH:15]([CH3:17])[CH3:16])=[O:5])C.C(OC([N:23]=[C:24]=[S:25])=O)C. No catalyst specified. The product is [CH:15]([O:14][CH2:13][CH2:12][N:11]1[C:10]2[CH:9]=[CH:8][NH:7][C:6]=2[C:4](=[O:5])[NH:23][C:24]1=[S:25])([CH3:16])[CH3:17]. The yield is 0.230. (5) The reactants are [Cl:1][C:2]1[C:7]([Cl:8])=[CH:6][CH:5]=[CH:4][C:3]=1[CH:9](O)[CH2:10][C:11]1[CH:16]=[CH:15][N:14]=[CH:13][CH:12]=1.P([N:34]=[N+:35]=[N-:36])(=O)(OC1C=CC=CC=1)OC1C=CC=CC=1.C1CCN2C(=NCCC2)CC1.ClC1C(Cl)=CC=CC=1C=CC1C=CN=CC=1. The catalyst is C1COCC1. The product is [N:34]([CH:9]([C:3]1[CH:4]=[CH:5][CH:6]=[C:7]([Cl:8])[C:2]=1[Cl:1])[CH2:10][C:11]1[CH:16]=[CH:15][N:14]=[CH:13][CH:12]=1)=[N+:35]=[N-:36]. The yield is 0.460. (6) The reactants are [CH3:1][S:2]([CH2:5][CH2:6][CH2:7][CH2:8][C:9]1([C:13]([OH:15])=O)[CH2:12][CH2:11][CH2:10]1)(=[O:4])=[O:3].Cl.[CH3:17][O:18][C:19](=[O:32])[C@H:20]([CH2:22][C:23]1[CH:28]=[CH:27][C:26]([N+:29]([O-:31])=[O:30])=[CH:25][CH:24]=1)[NH2:21].COC(=O)[C@H](CC1C=CC([N+]([O-])=O)=CC=1)N. No catalyst specified. The product is [CH3:17][O:18][C:19](=[O:32])[C@H:20]([CH2:22][C:23]1[CH:28]=[CH:27][C:26]([N+:29]([O-:31])=[O:30])=[CH:25][CH:24]=1)[NH:21][C:13]([C:9]1([CH2:8][CH2:7][CH2:6][CH2:5][S:2]([CH3:1])(=[O:3])=[O:4])[CH2:10][CH2:11][CH2:12]1)=[O:15]. The yield is 0.890. (7) The yield is 0.960. The reactants are [CH3:1][C:2]1[C:7]([O:8][C:9]2[C:10]([C:22]#[N:23])=[N:11][CH:12]=[C:13]([S:15][C:16]3[CH:21]=[CH:20][CH:19]=[CH:18][N:17]=3)[CH:14]=2)=[CH:6][CH:5]=[CH:4][N:3]=1.[OH:24]S(O)(=O)=O. No catalyst specified. The product is [CH3:1][C:2]1[C:7]([O:8][C:9]2[C:10]([C:22]([NH2:23])=[O:24])=[N:11][CH:12]=[C:13]([S:15][C:16]3[CH:21]=[CH:20][CH:19]=[CH:18][N:17]=3)[CH:14]=2)=[CH:6][CH:5]=[CH:4][N:3]=1. (8) The reactants are [CH3:1][CH:2]1[CH2:7][CH:6](O)[CH:5]=[C:4]([C:9]2[CH:14]=[CH:13][N:12]=[CH:11][C:10]=2[N+:15]([O-:17])=[O:16])[CH2:3]1.CC1C=CC(S(O)(=O)=O)=CC=1.CCOC(C)=O. The catalyst is O1CCOCC1. The product is [CH3:1][CH:2]1[CH2:3][C:4]([C:9]2[CH:14]=[CH:13][N:12]=[CH:11][C:10]=2[N+:15]([O-:17])=[O:16])=[CH:5][CH:6]=[CH:7]1. The yield is 0.680. (9) The reactants are [C:1](=[NH:25])([O:3][CH2:4][CH2:5][C:6]1[CH:11]=[CH:10][C:9]([O:12][C:13]2[CH:18]=[CH:17][C:16]([Cl:19])=[C:15]([O:20][C:21]([F:24])([F:23])[F:22])[CH:14]=2)=[CH:8][CH:7]=1)[NH2:2].[OH:26]/[CH:27]=[C:28](/[CH2:33][C:34]1[CH:35]=[N:36][CH:37]=[N:38][CH:39]=1)\[C:29](OC)=O.C([O-])([O-])=O.[Cs+].[Cs+]. The catalyst is O1CCOCC1. The product is [Cl:19][C:16]1[CH:17]=[CH:18][C:13]([O:12][C:9]2[CH:8]=[CH:7][C:6]([CH2:5][CH2:4][O:3][C:1]3[NH:2][CH:29]=[C:28]([CH2:33][C:34]4[CH:39]=[N:38][CH:37]=[N:36][CH:35]=4)[C:27](=[O:26])[N:25]=3)=[CH:11][CH:10]=2)=[CH:14][C:15]=1[O:20][C:21]([F:24])([F:22])[F:23]. The yield is 0.433. (10) The reactants are [Br:1][CH2:2][C:3](Br)=[O:4].[C:6]([O:10][C:11](=[O:25])[NH:12][C:13]([CH3:24])([CH3:23])[CH2:14][NH:15][C:16]1[CH:21]=[CH:20][CH:19]=[CH:18][C:17]=1[CH3:22])([CH3:9])([CH3:8])[CH3:7].C(=O)(O)[O-].[Na+]. The catalyst is CN(C)C(=O)C. The product is [C:6]([O:10][C:11](=[O:25])[NH:12][C:13]([CH3:24])([CH3:23])[CH2:14][N:15]([C:3](=[O:4])[CH2:2][Br:1])[C:16]1[CH:21]=[CH:20][CH:19]=[CH:18][C:17]=1[CH3:22])([CH3:9])([CH3:8])[CH3:7]. The yield is 0.930.